Dataset: NCI-60 drug combinations with 297,098 pairs across 59 cell lines. Task: Regression. Given two drug SMILES strings and cell line genomic features, predict the synergy score measuring deviation from expected non-interaction effect. (1) Drug 1: COC1=CC(=CC(=C1O)OC)C2C3C(COC3=O)C(C4=CC5=C(C=C24)OCO5)OC6C(C(C7C(O6)COC(O7)C8=CC=CS8)O)O. Drug 2: C1CN(CCN1C(=O)CCBr)C(=O)CCBr. Cell line: A549. Synergy scores: CSS=45.7, Synergy_ZIP=-6.44, Synergy_Bliss=-3.43, Synergy_Loewe=-5.72, Synergy_HSA=3.14. (2) Drug 1: C1=NC2=C(N=C(N=C2N1C3C(C(C(O3)CO)O)O)F)N. Drug 2: CCC(=C(C1=CC=CC=C1)C2=CC=C(C=C2)OCCN(C)C)C3=CC=CC=C3.C(C(=O)O)C(CC(=O)O)(C(=O)O)O. Cell line: SNB-19. Synergy scores: CSS=26.1, Synergy_ZIP=-7.27, Synergy_Bliss=-1.63, Synergy_Loewe=-2.84, Synergy_HSA=-2.82. (3) Drug 1: CCCS(=O)(=O)NC1=C(C(=C(C=C1)F)C(=O)C2=CNC3=C2C=C(C=N3)C4=CC=C(C=C4)Cl)F. Drug 2: CC1=C2C(C(=O)C3(C(CC4C(C3C(C(C2(C)C)(CC1OC(=O)C(C(C5=CC=CC=C5)NC(=O)OC(C)(C)C)O)O)OC(=O)C6=CC=CC=C6)(CO4)OC(=O)C)O)C)O. Cell line: NCI-H226. Synergy scores: CSS=32.8, Synergy_ZIP=7.00, Synergy_Bliss=6.21, Synergy_Loewe=-8.75, Synergy_HSA=5.14. (4) Drug 1: C1=NC2=C(N=C(N=C2N1C3C(C(C(O3)CO)O)O)F)N. Drug 2: C1=NNC2=C1C(=O)NC=N2. Cell line: A498. Synergy scores: CSS=0.322, Synergy_ZIP=0.106, Synergy_Bliss=0.555, Synergy_Loewe=-0.0632, Synergy_HSA=-0.552. (5) Drug 1: CC1=C2C(C(=O)C3(C(CC4C(C3C(C(C2(C)C)(CC1OC(=O)C(C(C5=CC=CC=C5)NC(=O)OC(C)(C)C)O)O)OC(=O)C6=CC=CC=C6)(CO4)OC(=O)C)OC)C)OC. Cell line: HOP-62. Drug 2: CN1C2=C(C=C(C=C2)N(CCCl)CCCl)N=C1CCCC(=O)O.Cl. Synergy scores: CSS=28.1, Synergy_ZIP=-0.0223, Synergy_Bliss=-3.31, Synergy_Loewe=-18.6, Synergy_HSA=-4.77. (6) Drug 1: CC1OCC2C(O1)C(C(C(O2)OC3C4COC(=O)C4C(C5=CC6=C(C=C35)OCO6)C7=CC(=C(C(=C7)OC)O)OC)O)O. Cell line: SW-620. Drug 2: CC12CCC3C(C1CCC2O)C(CC4=C3C=CC(=C4)O)CCCCCCCCCS(=O)CCCC(C(F)(F)F)(F)F. Synergy scores: CSS=39.5, Synergy_ZIP=0.0823, Synergy_Bliss=-0.215, Synergy_Loewe=-9.46, Synergy_HSA=-0.0146. (7) Drug 1: COC1=CC(=CC(=C1O)OC)C2C3C(COC3=O)C(C4=CC5=C(C=C24)OCO5)OC6C(C(C7C(O6)COC(O7)C8=CC=CS8)O)O. Drug 2: CCN(CC)CCNC(=O)C1=C(NC(=C1C)C=C2C3=C(C=CC(=C3)F)NC2=O)C. Cell line: RPMI-8226. Synergy scores: CSS=57.8, Synergy_ZIP=9.66, Synergy_Bliss=11.4, Synergy_Loewe=-8.96, Synergy_HSA=8.74. (8) Drug 1: CC1=C(C=C(C=C1)NC2=NC=CC(=N2)N(C)C3=CC4=NN(C(=C4C=C3)C)C)S(=O)(=O)N.Cl. Drug 2: CC(CN1CC(=O)NC(=O)C1)N2CC(=O)NC(=O)C2. Cell line: HS 578T. Synergy scores: CSS=25.9, Synergy_ZIP=4.98, Synergy_Bliss=13.2, Synergy_Loewe=8.74, Synergy_HSA=10.5.